This data is from Reaction yield outcomes from USPTO patents with 853,638 reactions. The task is: Predict the reaction yield, written as a fraction of the theoretical maximum amount of product (1.0 means a 100% yield; for example, 0.34 means a 34% yield). (1) The reactants are [CH:1]([NH:4][C:5]1[C:10]2[C:11]([C:23]3[CH:28]=[C:27]([C:29]([F:32])([F:31])[F:30])[N:26]=[CH:25][N:24]=3)=[N:12][N:13](CC3C=CC(OC)=CC=3)[C:9]=2[CH:8]=[CH:7][N:6]=1)([CH3:3])[CH3:2].C(NC1C2C([Sn](C)(C)C)=NN(CC3C=CC(OC)=CC=3)C=2C=CN=1)(C)C.BrC1C=C(C(F)(F)F)N=CN=1.[Li+].[Cl-]. The catalyst is [Cu]I.C1C=CC([P]([Pd]([P](C2C=CC=CC=2)(C2C=CC=CC=2)C2C=CC=CC=2)([P](C2C=CC=CC=2)(C2C=CC=CC=2)C2C=CC=CC=2)[P](C2C=CC=CC=2)(C2C=CC=CC=2)C2C=CC=CC=2)(C2C=CC=CC=2)C2C=CC=CC=2)=CC=1.C1COCC1. The product is [CH:1]([NH:4][C:5]1[C:10]2[C:11]([C:23]3[CH:28]=[C:27]([C:29]([F:30])([F:31])[F:32])[N:26]=[CH:25][N:24]=3)=[N:12][NH:13][C:9]=2[CH:8]=[CH:7][N:6]=1)([CH3:3])[CH3:2]. The yield is 0.680. (2) The reactants are Br[C:2]1[S:6][C:5]([C:7]2[CH:12]=[CH:11][N:10]=[C:9]([NH:13][CH:14]3[CH2:19][C:18]([CH3:21])([CH3:20])[NH:17][C:16]([CH3:23])([CH3:22])[CH2:15]3)[N:8]=2)=[CH:4][CH:3]=1.C([Sn](CCCC)(CCCC)[C:29]1[CH:30]=[N:31][CH:32]=[CH:33][CH:34]=1)CCC. No catalyst specified. The product is [N:31]1[CH:32]=[CH:33][CH:34]=[CH:29][C:30]=1[C:2]1[S:6][C:5]([C:7]2[CH:12]=[CH:11][N:10]=[C:9]([NH:13][CH:14]3[CH2:19][C:18]([CH3:21])([CH3:20])[NH:17][C:16]([CH3:23])([CH3:22])[CH2:15]3)[N:8]=2)=[CH:4][CH:3]=1. The yield is 0.130. (3) The reactants are [Br:1][C:2]1[CH:7]=[CH:6][C:5]([NH:8][C:9]2[C:10]([C:18]([OH:20])=O)=[CH:11][N:12]([CH3:17])[C:13](=[O:16])[C:14]=2[CH3:15])=[C:4]([F:21])[CH:3]=1.C(N1C=CN=C1)(N1C=CN=C1)=O.[C:34]1([CH2:40][S:41]([NH2:44])(=[O:43])=[O:42])[CH:39]=[CH:38][CH:37]=[CH:36][CH:35]=1.C1CCN2C(=NCCC2)CC1. The catalyst is CN(C=O)C.CCOC(C)=O.Cl. The product is [Br:1][C:2]1[CH:7]=[CH:6][C:5]([NH:8][C:9]2[C:10]([C:18]([NH:44][S:41]([CH2:40][C:34]3[CH:35]=[CH:36][CH:37]=[CH:38][CH:39]=3)(=[O:42])=[O:43])=[O:20])=[CH:11][N:12]([CH3:17])[C:13](=[O:16])[C:14]=2[CH3:15])=[C:4]([F:21])[CH:3]=1. The yield is 0.680.